This data is from Forward reaction prediction with 1.9M reactions from USPTO patents (1976-2016). The task is: Predict the product of the given reaction. (1) Given the reactants [N:1]1([C:8]2[N:13]=[C:12]([CH:14]3[CH2:16][CH2:15]3)[N:11]=[C:10]([NH:17][CH:18]3[CH2:20][CH2:19]3)[C:9]=2[N+:21]([O-])=O)[CH2:7][CH2:6][CH2:5][CH2:4][CH2:3][CH2:2]1.S(S([O-])=O)([O-])=O.[Na+].[Na+].N, predict the reaction product. The product is: [N:1]1([C:8]2[N:13]=[C:12]([CH:14]3[CH2:16][CH2:15]3)[N:11]=[C:10]([NH:17][CH:18]3[CH2:19][CH2:20]3)[C:9]=2[NH2:21])[CH2:7][CH2:6][CH2:5][CH2:4][CH2:3][CH2:2]1. (2) Given the reactants [CH3:1][C:2]1[CH:9]=[CH:8][C:5]([CH:6]=O)=[CH:4][CH:3]=1.[CH3:10][C:11](=[O:16])[C:12]([CH3:15])([CH3:14])[CH3:13].[OH-].[Na+], predict the reaction product. The product is: [CH3:13][C:12]([CH3:15])([CH3:14])[C:11](=[O:16])[CH:10]=[CH:6][C:5]1[CH:8]=[CH:9][C:2]([CH3:1])=[CH:3][CH:4]=1.